From a dataset of Reaction yield outcomes from USPTO patents with 853,638 reactions. Predict the reaction yield, written as a fraction of the theoretical maximum amount of product (1.0 means a 100% yield; for example, 0.34 means a 34% yield). (1) The reactants are Cl.[C:2]([O:6][C:7]([N:9]1[CH2:14][CH2:13][N:12]([C:15]2[CH:20]=[CH:19][C:18]([N+:21]([O-])=O)=[CH:17][C:16]=2[C:24]#[N:25])[CH2:11][CH2:10]1)=[O:8])([CH3:5])([CH3:4])[CH3:3].C(=O)([O-])O.[Na+]. The catalyst is [Zn].C(O)(C)C. The product is [C:2]([O:6][C:7]([N:9]1[CH2:14][CH2:13][N:12]([C:15]2[CH:20]=[CH:19][C:18]([NH2:21])=[CH:17][C:16]=2[C:24]#[N:25])[CH2:11][CH2:10]1)=[O:8])([CH3:5])([CH3:3])[CH3:4]. The yield is 0.700. (2) The reactants are [Br:1][C:2]1[CH:3]=[N:4][CH:5]=[C:6](F)[CH:7]=1.[NH:9]1[CH:13]=[C:12]([C:14](=[O:16])[CH3:15])[CH:11]=[N:10]1.C([O-])([O-])=O.[Cs+].[Cs+]. The catalyst is CN(C=O)C.O. The product is [Br:1][C:2]1[CH:7]=[C:6]([N:9]2[CH:13]=[C:12]([C:14](=[O:16])[CH3:15])[CH:11]=[N:10]2)[CH:5]=[N:4][CH:3]=1. The yield is 0.830. (3) The reactants are ClC1C(Cl)=CC=CC=1N1CCCN([CH2:16][CH2:17][CH2:18][O:19][C:20]2[CH:29]=[C:28]3[C:23]([CH:24]=[CH:25][C:26](=[O:30])[NH:27]3)=[CH:22][CH:21]=2)CC1.[Na+].[I-].Cl.[CH:34]([O:37][C:38]1[CH:43]=[CH:42][CH:41]=[CH:40][C:39]=1[N:44]1[CH2:50][CH2:49][CH2:48][NH:47][CH2:46][CH2:45]1)([CH3:36])[CH3:35].[C:51]([O-])([O-])=O.[K+].[K+]. The catalyst is CC#N.O. The product is [CH:34]([O:37][C:38]1[CH:43]=[CH:42][CH:41]=[CH:40][C:39]=1[N:44]1[CH2:50][CH2:49][CH2:48][N:47]([CH2:51][CH2:16][CH2:17][CH2:18][O:19][C:20]2[CH:29]=[C:28]3[C:23]([CH:24]=[CH:25][C:26](=[O:30])[NH:27]3)=[CH:22][CH:21]=2)[CH2:46][CH2:45]1)([CH3:36])[CH3:35]. The yield is 0.620. (4) The reactants are [CH3:1][C:2]1[CH:6]=[C:5]([NH2:7])[N:4]([C:8]2[CH:13]=[CH:12][CH:11]=[CH:10][N:9]=2)[N:3]=1.Br[C:15]1[C:20]([C:21]([O:23][CH3:24])=[O:22])=[C:19]([F:25])[C:18]([F:26])=[CH:17][CH:16]=1.C(=O)([O-])[O-].[K+].[K+].O. The catalyst is CN(C)C=O.C([O-])(=O)C.[Cu+2].C([O-])(=O)C.C(O)(=O)C. The product is [F:25][C:19]1[C:18]([F:26])=[CH:17][CH:16]=[C:15]([NH:7][C:5]2[N:4]([C:8]3[CH:13]=[CH:12][CH:11]=[CH:10][N:9]=3)[N:3]=[C:2]([CH3:1])[CH:6]=2)[C:20]=1[C:21]([O:23][CH3:24])=[O:22]. The yield is 0.0800. (5) The reactants are [C:1]([O:5][C:6](=[O:21])[CH2:7][C@@H:8]([CH2:17][N:18]=[N+]=[N-])[CH2:9][C@H:10]([CH3:16])[CH2:11][CH2:12][CH2:13][CH2:14][CH3:15])([CH3:4])([CH3:3])[CH3:2].[H][H]. The catalyst is C1COCC1.[Pd]. The product is [C:1]([O:5][C:6](=[O:21])[CH2:7][C@@H:8]([CH2:17][NH2:18])[CH2:9][C@H:10]([CH3:16])[CH2:11][CH2:12][CH2:13][CH2:14][CH3:15])([CH3:2])([CH3:4])[CH3:3]. The yield is 0.710. (6) The reactants are [F:1][C:2]1[CH:7]=[CH:6][CH:5]=[C:4]([F:8])[C:3]=1[C:9]1[NH:13][C:12]([C:14]2[N:19]=[C:18]([NH:20][S:21]([CH:24]([CH3:26])[CH3:25])(=[O:23])=[O:22])[C:17]([N+:27]([O-])=O)=[CH:16][CH:15]=2)=[C:11]([C:30]2[CH:35]=[CH:34][CH:33]=[CH:32][CH:31]=2)[N:10]=1.[BH4-].[Na+]. The catalyst is CO.[Pd]. The product is [NH2:27][C:17]1[C:18]([NH:20][S:21]([CH:24]([CH3:26])[CH3:25])(=[O:23])=[O:22])=[N:19][C:14]([C:12]2[NH:13][C:9]([C:3]3[C:2]([F:1])=[CH:7][CH:6]=[CH:5][C:4]=3[F:8])=[N:10][C:11]=2[C:30]2[CH:31]=[CH:32][CH:33]=[CH:34][CH:35]=2)=[CH:15][CH:16]=1. The yield is 0.980.